This data is from Full USPTO retrosynthesis dataset with 1.9M reactions from patents (1976-2016). The task is: Predict the reactants needed to synthesize the given product. (1) Given the product [S:1]1[CH:5]=[CH:4][C:3]([C:6]2[CH:11]=[CH:10][C:9]([CH:12]([CH3:15])[CH2:13][NH:14][C:22](=[O:23])[C:17]3[CH:18]=[CH:19][CH:20]=[CH:21][N:16]=3)=[CH:8][CH:7]=2)=[CH:2]1, predict the reactants needed to synthesize it. The reactants are: [S:1]1[CH:5]=[CH:4][C:3]([C:6]2[CH:11]=[CH:10][C:9]([CH:12]([CH3:15])[CH2:13][NH2:14])=[CH:8][CH:7]=2)=[CH:2]1.[N:16]1[CH:21]=[CH:20][CH:19]=[CH:18][C:17]=1[C:22](Cl)=[O:23]. (2) Given the product [C:1]([C:3]1[CH:8]=[CH:7][C:6]([CH:9]([NH2:15])[CH3:10])=[CH:5][CH:4]=1)#[N:2], predict the reactants needed to synthesize it. The reactants are: [C:1]([C:3]1[CH:8]=[CH:7][C:6]([C:9](=O)[CH3:10])=[CH:5][CH:4]=1)#[N:2].C([O-])=O.[NH4+:15].C(O)(=O)C. (3) Given the product [Br:2][CH2:22]/[CH:21]=[CH:20]/[C:17]1[CH:18]=[CH:19][C:14]([C:11]2[CH:12]=[CH:13][C:8]([O:7][C:6]([F:25])([F:24])[F:5])=[CH:9][CH:10]=2)=[CH:15][CH:16]=1, predict the reactants needed to synthesize it. The reactants are: P(Br)(Br)[Br:2].[F:5][C:6]([F:25])([F:24])[O:7][C:8]1[CH:13]=[CH:12][C:11]([C:14]2[CH:19]=[CH:18][C:17](/[CH:20]=[CH:21]/[CH2:22]O)=[CH:16][CH:15]=2)=[CH:10][CH:9]=1. (4) Given the product [F:1][C:2]1[CH:3]=[CH:4][C:5]([C:8](=[S:20])[NH2:10])=[N:6][CH:7]=1, predict the reactants needed to synthesize it. The reactants are: [F:1][C:2]1[CH:3]=[CH:4][C:5]([C:8]([NH2:10])=O)=[N:6][CH:7]=1.COC1C=CC(P2(SP(C3C=CC(OC)=CC=3)(=S)S2)=[S:20])=CC=1. (5) Given the product [C:15]([O:14][C:12]([N:10]1[CH2:11][CH:8]([C:7]2[C:2]([C:19]3[CH:24]=[CH:23][CH:22]=[CH:21][CH:20]=3)=[N:3][CH:4]=[CH:5][CH:6]=2)[CH2:9]1)=[O:13])([CH3:18])([CH3:17])[CH3:16], predict the reactants needed to synthesize it. The reactants are: F[C:2]1[C:7]([CH:8]2[CH2:11][N:10]([C:12]([O:14][C:15]([CH3:18])([CH3:17])[CH3:16])=[O:13])[CH2:9]2)=[CH:6][CH:5]=[CH:4][N:3]=1.[C:19]1([Mg]Br)[CH:24]=[CH:23][CH:22]=[CH:21][CH:20]=1. (6) Given the product [Br:13][C:14]1[CH:15]=[CH:16][C:17]([S:20]([NH:1][C:2]2[CH:3]=[C:4]([F:12])[C:5]([C:8]([O:10][CH3:11])=[O:9])=[N:6][CH:7]=2)(=[O:22])=[O:21])=[N:18][CH:19]=1, predict the reactants needed to synthesize it. The reactants are: [NH2:1][C:2]1[CH:3]=[C:4]([F:12])[C:5]([C:8]([O:10][CH3:11])=[O:9])=[N:6][CH:7]=1.[Br:13][C:14]1[CH:15]=[CH:16][C:17]([S:20](Cl)(=[O:22])=[O:21])=[N:18][CH:19]=1.N1C=CC=CC=1.